This data is from Forward reaction prediction with 1.9M reactions from USPTO patents (1976-2016). The task is: Predict the product of the given reaction. (1) Given the reactants [F:1][C:2]1[C:3]([NH:12][C:13]2[CH:18]=[CH:17][C:16]([I:19])=[CH:15][C:14]=2[F:20])=[C:4]([CH:8]=[CH:9][C:10]=1[F:11])[C:5]([OH:7])=O.[CH2:21]([NH:23][CH2:24][CH3:25])[CH3:22], predict the reaction product. The product is: [CH2:21]([N:23]([CH2:24][CH3:25])[C:5](=[O:7])[C:4]1[CH:8]=[CH:9][C:10]([F:11])=[C:2]([F:1])[C:3]=1[NH:12][C:13]1[CH:18]=[CH:17][C:16]([I:19])=[CH:15][C:14]=1[F:20])[CH3:22]. (2) Given the reactants Br[C:2]1[CH:3]=[C:4]([NH:10][C:11]2[N:16]=[CH:15][C:14]([N:17]3[CH2:22][CH2:21][N:20]([CH3:23])[CH2:19][C:18]3=[O:24])=[CH:13][CH:12]=2)[C:5](=[O:9])[N:6]([CH3:8])[CH:7]=1.[C:25]([O:28][CH2:29][C:30]1[C:35]([N:36]2[CH2:48][CH2:47][N:39]3[C:40]4[CH2:41][CH2:42][CH2:43][CH2:44][C:45]=4[CH:46]=[C:38]3[C:37]2=[O:49])=[CH:34][C:33]([F:50])=[CH:32][C:31]=1B1OC(C)(C)C(C)(C)O1)(=[O:27])[CH3:26].[O-]P([O-])([O-])=O.[K+].[K+].[K+].CC([O-])=O.[Na+], predict the reaction product. The product is: [C:25]([O:28][CH2:29][C:30]1[C:35]([N:36]2[CH2:48][CH2:47][N:39]3[C:40]4[CH2:41][CH2:42][CH2:43][CH2:44][C:45]=4[CH:46]=[C:38]3[C:37]2=[O:49])=[CH:34][C:33]([F:50])=[CH:32][C:31]=1[C:2]1[CH:3]=[C:4]([NH:10][C:11]2[CH:12]=[CH:13][C:14]([N:17]3[CH2:22][CH2:21][N:20]([CH3:23])[CH2:19][C:18]3=[O:24])=[CH:15][N:16]=2)[C:5](=[O:9])[N:6]([CH3:8])[CH:7]=1)(=[O:27])[CH3:26]. (3) Given the reactants [F:1][C:2]1[CH:7]=[CH:6][C:5]([C:8]([C:14]2[CH:19]=[CH:18][C:17]([F:20])=[CH:16][CH:15]=2)([CH:11]([CH3:13])[CH3:12])[C:9]#[N:10])=[CH:4][CH:3]=1.S(=O)(=O)(O)[OH:22].[OH-].[NH4+], predict the reaction product. The product is: [F:1][C:2]1[CH:7]=[CH:6][C:5]([C:8]([C:14]2[CH:15]=[CH:16][C:17]([F:20])=[CH:18][CH:19]=2)([CH:11]([CH3:13])[CH3:12])[C:9]([NH2:10])=[O:22])=[CH:4][CH:3]=1. (4) Given the reactants O1CCOCC1.[Cl:7][C:8]1[CH:9]=[C:10]2[C:15](=[CH:16][CH:17]=1)[NH:14][C:13](=[O:18])[C:12]([C@@H:19]([NH:21][C:22]1[C:27]([F:28])=[C:26](I)[CH:25]=[CH:24][N:23]=1)[CH3:20])=[CH:11]2.[CH3:30][N:31]1[CH:35]=[CH:34][CH:33]=[C:32]1B1OC(C)(C)C(C)(C)O1.[O-]P([O-])([O-])=O.[K+].[K+].[K+], predict the reaction product. The product is: [Cl:7][C:8]1[CH:9]=[C:10]2[C:15](=[CH:16][CH:17]=1)[NH:14][C:13](=[O:18])[C:12]([C@@H:19]([NH:21][C:22]1[C:27]([F:28])=[C:26]([C:32]3[N:31]([CH3:30])[CH:35]=[CH:34][CH:33]=3)[CH:25]=[CH:24][N:23]=1)[CH3:20])=[CH:11]2. (5) Given the reactants [CH3:1][N:2]([CH2:4][C:5]1[CH:6]=[C:7]([NH:11][C:12]([C@H:14]([NH:26][C:27]([N:29]2[CH2:34][CH2:33][NH:32][CH2:31][CH2:30]2)=[O:28])[C@H:15]([C:17]2[C:25]3[C:20](=[CH:21][CH:22]=[CH:23][CH:24]=3)[NH:19][CH:18]=2)[CH3:16])=[O:13])[CH:8]=[CH:9][CH:10]=1)[CH3:3].[C:35]1(=O)[CH2:40][CH2:39][CH2:38][CH2:37][CH2:36]1.C(O[BH-](OC(=O)C)OC(=O)C)(=O)C.[Na+].C(=O)([O-])O.[Na+], predict the reaction product. The product is: [CH:35]1([N:32]2[CH2:33][CH2:34][N:29]([C:27]([NH:26][C@@H:14]([C:12]([NH:11][C:7]3[CH:8]=[CH:9][CH:10]=[C:5]([CH2:4][N:2]([CH3:3])[CH3:1])[CH:6]=3)=[O:13])[C@H:15]([C:17]3[C:25]4[C:20](=[CH:21][CH:22]=[CH:23][CH:24]=4)[NH:19][CH:18]=3)[CH3:16])=[O:28])[CH2:30][CH2:31]2)[CH2:40][CH2:39][CH2:38][CH2:37][CH2:36]1. (6) Given the reactants [I:1][C:2]1[CH:7]=[CH:6][C:5](/[C:8](/[C:12]2[CH:21]=[CH:20][C:15]3[O:16][C:17]([CH3:19])=[CH:18][C:14]=3[CH:13]=2)=[CH:9]/[CH2:10][OH:11])=[CH:4][CH:3]=1.[CH3:22][C:23]1[CH:33]=[C:32](OC/C=C(/C2C=CC(C#CCN3CCOCC3)=CC=2)\C2C=CC=CC=2)[CH:31]=[CH:30][C:24]=1[O:25][CH2:26][C:27]([OH:29])=[O:28].[C:59]1(P(C2C=CC=CC=2)C2C=CC=CC=2)C=CC=CC=1.N(C(OC(C)C)=O)=NC(OC(C)C)=O, predict the reaction product. The product is: [I:1][C:2]1[CH:7]=[CH:6][C:5](/[C:8](/[C:12]2[CH:21]=[CH:20][C:15]3[O:16][C:17]([CH3:19])=[CH:18][C:14]=3[CH:13]=2)=[CH:9]/[CH2:10][O:11][C:32]2[CH:31]=[CH:30][C:24]([O:25][CH2:26][C:27]([O:29][CH3:59])=[O:28])=[C:23]([CH3:22])[CH:33]=2)=[CH:4][CH:3]=1.